Task: Predict the reaction yield, written as a fraction of the theoretical maximum amount of product (1.0 means a 100% yield; for example, 0.34 means a 34% yield).. Dataset: Reaction yield outcomes from USPTO patents with 853,638 reactions (1) The reactants are [CH3:1][O:2][C@:3]12[CH2:20][C@@H:19]([O:21][C:22](=[O:24])[CH3:23])[CH2:18][CH2:17][C@:16]1([CH3:25])[C@@H:15]1[C@H:6]([C@H:7]3[C@@:11]([CH2:13][CH2:14]1)([CH3:12])[C@@H:10]([O:26][C:27](=[O:29])[CH3:28])[CH2:9][CH2:8]3)[CH2:5][C@H:4]2[OH:30].[Cr](Cl)([O-])(=O)=O.[NH+]1C=CC=CC=1.FC(F)(F)C([O-])=O.[NH+]1C=CC=CC=1. The catalyst is ClCCl. The product is [CH3:1][O:2][C@:3]12[CH2:20][C@@H:19]([O:21][C:22](=[O:24])[CH3:23])[CH2:18][CH2:17][C@:16]1([CH3:25])[C@@H:15]1[C@H:6]([C@H:7]3[C@@:11]([CH2:13][CH2:14]1)([CH3:12])[C@@H:10]([O:26][C:27](=[O:29])[CH3:28])[CH2:9][CH2:8]3)[CH2:5][C:4]2=[O:30]. The yield is 0.680. (2) The reactants are [Cl:1][C:2]1[N:7]=[C:6]([Cl:8])[C:5]([F:9])=[C:4](Cl)[N:3]=1.C(N(CC)CC)C.[CH3:18][C:19]1([OH:24])[CH2:23][CH2:22][NH:21][CH2:20]1. The yield is 0.770. The product is [Cl:1][C:2]1[N:3]=[C:4]([N:21]2[CH2:22][CH2:23][C:19]([CH3:18])([OH:24])[CH2:20]2)[C:5]([F:9])=[C:6]([Cl:8])[N:7]=1. The catalyst is C1COCC1.CO. (3) The yield is 0.350. The reactants are [Na].[NH2:2][OH:3].O.C[O:6][C:7](=O)[C:8]1[CH:13]=[CH:12][C:11]([CH2:14][N:15]2[CH:20]([C:21]3[C:26]([CH3:27])=[CH:25][CH:24]=[CH:23][N:22]=3)[CH2:19][CH2:18][CH2:17][CH:16]2[C:28]2[C:33]([CH3:34])=[CH:32][CH:31]=[CH:30][N:29]=2)=[C:10]([CH2:35][O:36][CH3:37])[CH:9]=1.C([O-])(O)=O.[Na+]. The catalyst is CO.C(Cl)(Cl)Cl. The product is [CH3:34][C:33]1[C:28]([CH:16]2[CH2:17][CH2:18][CH2:19][CH:20]([C:21]3[C:26]([CH3:27])=[CH:25][CH:24]=[CH:23][N:22]=3)[N:15]2[CH2:14][C:11]2[CH:12]=[CH:13][C:8]([C:7]([NH:2][OH:3])=[O:6])=[CH:9][C:10]=2[CH2:35][O:36][CH3:37])=[N:29][CH:30]=[CH:31][CH:32]=1. (4) The reactants are [C:1]([BH3-])#[N:2].[Na+].N[C:6]1[CH:11]=[CH:10][C:9]([C:12]2[N:16]=[N:15][NH:14][C:13]=2[C:17]#[N:18])=[CH:8][C:7]=1[C:19]1[CH:24]=[CH:23][CH:22]=[C:21]([C:25]([F:28])([F:27])[F:26])[CH:20]=1.C=O.[CH3:31]C(O)=O. The catalyst is CO. The product is [CH3:31][N:2]([CH3:1])[C:6]1[C:7]([C:19]2[CH:24]=[CH:23][CH:22]=[C:21]([C:25]([F:28])([F:27])[F:26])[CH:20]=2)=[CH:8][C:9]([C:12]2[N:16]=[N:15][NH:14][C:13]=2[C:17]#[N:18])=[CH:10][CH:11]=1. The yield is 0.550. (5) The reactants are [O:1]1[CH2:6][CH2:5][CH:4](O)[CH2:3][CH2:2]1.[N+:8]([C:11]1[CH:12]=[N:13][NH:14][CH:15]=1)([O-:10])=[O:9].C1(P(C2C=CC=CC=2)C2C=CC=CC=2)C=CC=CC=1.N(C(OC(C)C)=O)=NC(OC(C)C)=O. The catalyst is C1COCC1. The product is [N+:8]([C:11]1[CH:12]=[N:13][N:14]([CH:4]2[CH2:5][CH2:6][O:1][CH2:2][CH2:3]2)[CH:15]=1)([O-:10])=[O:9]. The yield is 0.230. (6) The reactants are [CH2:1]([CH2:3][NH2:4])[OH:2].[OH-].[Na+].[C:7](O[C:7]([O:9][C:10]([CH3:13])([CH3:12])[CH3:11])=[O:8])([O:9][C:10]([CH3:13])([CH3:12])[CH3:11])=[O:8].S([O-])(O)(=O)=O.[K+]. The catalyst is O.O1CCOCC1. The product is [C:10]([O:9][C:7](=[O:8])[NH:4][CH2:3][CH2:1][OH:2])([CH3:13])([CH3:12])[CH3:11]. The yield is 1.00. (7) The reactants are Br[C:2]1[CH:3]=[C:4]([C:8]2[C:9]([C:14]3[CH:19]=[CH:18][CH:17]=[C:16](Br)[CH:15]=3)=[CH:10][CH:11]=[CH:12][CH:13]=2)[CH:5]=[CH:6][CH:7]=1.B1(B2OC(C)(C)C(C)(C)O2)OC(C)(C)C(C)(C)O1.C([O-])(=O)C.[K+].O1CCOCC1. The catalyst is C(OCC)(=O)C.CCCCCC.C(Cl)(Cl)Cl. The product is [C:14]1([C:9]2[C:8]([C:4]3[CH:5]=[CH:6][CH:7]=[CH:2][CH:3]=3)=[CH:13][CH:12]=[CH:11][CH:10]=2)[CH:15]=[CH:16][CH:17]=[CH:18][CH:19]=1. The yield is 0.610. (8) The reactants are [CH2:1]([O:4][C:5]([C:7]1([CH2:12][CH2:13][C:14]([OH:16])=O)[CH2:11][CH2:10][CH2:9][CH2:8]1)=[O:6])[CH:2]=[CH2:3].[NH2:17][CH2:18][CH2:19][CH2:20][CH2:21][CH2:22][NH:23][C:24](=[O:40])[O:25][CH2:26][CH:27]1[C:39]2[CH:38]=[CH:37][CH:36]=[CH:35][C:34]=2[C:33]2[C:28]1=[CH:29][CH:30]=[CH:31][CH:32]=2.CCN(C(C)C)C(C)C.CN(C(ON1N=NC2C=CC=NC1=2)=[N+](C)C)C.F[P-](F)(F)(F)(F)F. The catalyst is CN(C=O)C. The product is [CH:29]1[C:28]2[CH:27]([CH2:26][O:25][C:24]([NH:23][CH2:22][CH2:21][CH2:20][CH2:19][CH2:18][NH:17][C:14](=[O:16])[CH2:13][CH2:12][C:7]3([C:5]([O:4][CH2:1][CH:2]=[CH2:3])=[O:6])[CH2:8][CH2:9][CH2:10][CH2:11]3)=[O:40])[C:39]3[C:34](=[CH:35][CH:36]=[CH:37][CH:38]=3)[C:33]=2[CH:32]=[CH:31][CH:30]=1. The yield is 0.128.